Dataset: Retrosynthesis with 50K atom-mapped reactions and 10 reaction types from USPTO. Task: Predict the reactants needed to synthesize the given product. (1) The reactants are: CCOC(=O)Cn1c(NC2CCN(C(=O)OC(C)(C)C)CC2)nc2ccccc21. Given the product CCOC(=O)Cn1c(NC2CCNCC2)nc2ccccc21, predict the reactants needed to synthesize it. (2) Given the product CCCc1ccc(-n2cnc(-c3c(-c4ccccc4)noc3C)c2)cc1, predict the reactants needed to synthesize it. The reactants are: CCCc1ccc(B(O)O)cc1.Cc1onc(-c2ccccc2)c1-c1c[nH]cn1. (3) Given the product CCOC(=O)CC(=O)c1cc(F)c(N2CCNCC2)nc1Nc1ccc(F)cc1F, predict the reactants needed to synthesize it. The reactants are: C1CNCCN1.CCOC(=O)CC(=O)c1cc(F)c(Cl)nc1Nc1ccc(F)cc1F. (4) Given the product COc1ccc(OC)c(COc2ccc(NC=O)c(C(N)=O)c2)c1, predict the reactants needed to synthesize it. The reactants are: COc1ccc(OC)c(CBr)c1.NC(=O)c1cc(O)ccc1NC=O. (5) Given the product Cc1[nH]c(C=NN=C2C(=O)Nc3ccc(F)cc32)c(C)c1C(=O)NCCCCCCCC(=O)Nc1ccccc1N, predict the reactants needed to synthesize it. The reactants are: Cc1[nH]c(C=NN=C2C(=O)Nc3ccc(F)cc32)c(C)c1C(=O)NCCCCCCCC(=O)O.Nc1ccccc1N. (6) Given the product CN(C)CC=CC(=O)Nc1ccc2ncnc(Nc3cccc(Br)c3)c2c1, predict the reactants needed to synthesize it. The reactants are: CNC.O=C(C=CCBr)Nc1ccc2ncnc(Nc3cccc(Br)c3)c2c1. (7) Given the product Oc1ccc(Oc2ncc(Cl)cc2Cl)cc1, predict the reactants needed to synthesize it. The reactants are: Clc1cnc(Cl)c(Cl)c1.Oc1ccc(O)cc1. (8) Given the product CCCn1ncc2c(NC(=S)Nc3cc(S(C)(=O)=O)ccc3OC)cccc21, predict the reactants needed to synthesize it. The reactants are: CCCn1ncc2c(N)cccc21.COc1ccc(S(C)(=O)=O)cc1NC(=S)Nc1cccc2c1cnn2C. (9) Given the product O=C(c1ccc([N+](=O)[O-])cn1)N1CCCCC1, predict the reactants needed to synthesize it. The reactants are: C1CCNCC1.COC(=O)c1ccc([N+](=O)[O-])cn1. (10) Given the product CCOC(=O)C1CCN(C(=O)c2ncoc2-c2ccccc2)CC1, predict the reactants needed to synthesize it. The reactants are: CCOC(=O)C1CCNCC1.O=C(O)c1ncoc1-c1ccccc1.